From a dataset of Full USPTO retrosynthesis dataset with 1.9M reactions from patents (1976-2016). Predict the reactants needed to synthesize the given product. (1) Given the product [CH3:33][O:32][C:30]1[CH:31]=[C:26]([CH2:25][CH2:24][C:22]2[CH:23]=[C:19]([NH:18][C:16]([C:13]3[CH:12]=[N:11][C:10]([N:6]4[CH2:5][CH2:4][NH:3][C:2]([CH3:8])([CH3:1])[CH2:7]4)=[CH:15][N:14]=3)=[O:17])[NH:20][N:21]=2)[CH:27]=[C:28]([O:34][CH3:35])[CH:29]=1, predict the reactants needed to synthesize it. The reactants are: [CH3:1][C:2]1([CH3:8])[CH2:7][NH:6][CH2:5][CH2:4][NH:3]1.Cl[C:10]1[N:11]=[CH:12][C:13]([C:16]([NH:18][C:19]2[NH:20][N:21]=[C:22]([CH2:24][CH2:25][C:26]3[CH:31]=[C:30]([O:32][CH3:33])[CH:29]=[C:28]([O:34][CH3:35])[CH:27]=3)[CH:23]=2)=[O:17])=[N:14][CH:15]=1. (2) Given the product [F:1][C:2]1[CH:7]=[CH:6][C:5]([C:8]2[CH:9]=[C:10]([C:12]3[N:16]4[CH:17]=[CH:18][CH:19]=[CH:20][C:15]4=[C:14]([CH2:21][N:22]4[CH2:27][CH2:26][O:25][CH2:24][CH2:23]4)[N:13]=3)[NH:30][N:29]=2)=[CH:4][CH:3]=1, predict the reactants needed to synthesize it. The reactants are: [F:1][C:2]1[CH:7]=[CH:6][C:5]([C:8]#[C:9][C:10]([C:12]2[N:16]3[CH:17]=[CH:18][CH:19]=[CH:20][C:15]3=[C:14]([CH2:21][N:22]3[CH2:27][CH2:26][O:25][CH2:24][CH2:23]3)[N:13]=2)=O)=[CH:4][CH:3]=1.O.[NH2:29][NH2:30]. (3) Given the product [Cl:20][C:21]1[CH:28]=[CH:27][C:24]([CH:25]=[CH2:26])=[CH:23][CH:22]=1.[Cl:29][C:17]1[CH:18]=[C:19]2[C:14]([CH:13]=[CH:12][CH:11]=[CH:10]2)=[CH:15][CH:16]=1, predict the reactants needed to synthesize it. The reactants are: C(NCC(O)=O)C(O)=O.[CH:10]1[C:19]2[C:14](=[CH:15][CH:16]=[CH:17][CH:18]=2)[CH:13]=[CH:12][CH:11]=1.[Cl:20][C:21]1[CH:28]=[CH:27][C:24]([CH:25]=[CH2:26])=[CH:23][CH:22]=1.[Cl:29]C1C=CC=CC=1C=C.ClC1C=C(C=CC=1)C=C. (4) Given the product [C:18]1([C:28]2[CH:29]=[CH:30][CH:31]=[CH:32][CH:33]=2)[CH:23]=[CH:22][CH:21]=[C:20]([S:24]([NH:1][CH2:2][C@H:3]2[CH2:4][CH2:5][C@H:6]([CH2:9][NH:10][C:11](=[O:17])[O:12][C:13]([CH3:14])([CH3:16])[CH3:15])[CH2:7][CH2:8]2)(=[O:26])=[O:25])[CH:19]=1, predict the reactants needed to synthesize it. The reactants are: [NH2:1][CH2:2][C@H:3]1[CH2:8][CH2:7][C@H:6]([CH2:9][NH:10][C:11](=[O:17])[O:12][C:13]([CH3:16])([CH3:15])[CH3:14])[CH2:5][CH2:4]1.[C:18]1([C:28]2[CH:33]=[CH:32][CH:31]=[CH:30][CH:29]=2)[CH:23]=[CH:22][CH:21]=[C:20]([S:24](Cl)(=[O:26])=[O:25])[CH:19]=1.